This data is from HIV replication inhibition screening data with 41,000+ compounds from the AIDS Antiviral Screen. The task is: Binary Classification. Given a drug SMILES string, predict its activity (active/inactive) in a high-throughput screening assay against a specified biological target. (1) The molecule is Cc1ccc(NC(=O)C(=O)C(C(=O)C=Cc2ccccc2)C2OC(=O)c3ccccc32)c(C)c1. The result is 0 (inactive). (2) The compound is COc1cc(CC2C(=O)OCC2Cc2ccc(OC)c(OC)c2)ccc1O. The result is 0 (inactive). (3) The compound is COC(=O)C(Cc1c[nH]c2ccccc12)NP(=O)(O)OCC1OC(n2cc(F)c(=O)[nH]c2=O)CC1O. The result is 0 (inactive). (4) The molecule is CC(=O)OCC(OC(C)=O)C(OC(C)=O)C(OC(C)=O)C(OC(C)=O)C(OC(C)=O)c1nc2ccccc2[nH]1. The result is 0 (inactive). (5) The compound is CS(=O)(=O)NNS(=O)(=O)c1ccc(F)cc1. The result is 0 (inactive). (6) The compound is COc1ccc(NC(=S)Nc2cc(C)ccn2)cc1. The result is 0 (inactive). (7) The molecule is CCOC(=O)CCC(NC(=O)N1CCN(c2c(C)nc(C)nc2O)CC1)C(=O)OCC. The result is 0 (inactive).